From a dataset of Peptide-MHC class I binding affinity with 185,985 pairs from IEDB/IMGT. Regression. Given a peptide amino acid sequence and an MHC pseudo amino acid sequence, predict their binding affinity value. This is MHC class I binding data. (1) The peptide sequence is ARWLFPVYL. The MHC is HLA-A01:01 with pseudo-sequence HLA-A01:01. The binding affinity (normalized) is 0.0847. (2) The binding affinity (normalized) is 0.0634. The MHC is Patr-B0101 with pseudo-sequence Patr-B0101. The peptide sequence is LAAEWVLAY.